From a dataset of Catalyst prediction with 721,799 reactions and 888 catalyst types from USPTO. Predict which catalyst facilitates the given reaction. (1) Reactant: [CH3:1][O:2][C:3]([C:5]1[C:10](Cl)=[C:9]([NH2:12])[C:8]([F:13])=[C:7]([C:14]2[CH:19]=[CH:18][C:17]([Cl:20])=[CH:16][CH:15]=2)[N:6]=1)=[O:4].[CH3:21][Sn](C)(C)C. Product: [CH3:1][O:2][C:3]([C:5]1[C:10]([CH3:21])=[C:9]([NH2:12])[C:8]([F:13])=[C:7]([C:14]2[CH:19]=[CH:18][C:17]([Cl:20])=[CH:16][CH:15]=2)[N:6]=1)=[O:4]. The catalyst class is: 235. (2) Reactant: [NH:1]1[CH2:6][CH2:5][O:4][CH2:3][C@@H:2]1[C:7]([O:9][CH3:10])=[O:8].[F:11][C:12]1[CH:13]=[C:14]([CH:19]=[C:20]([F:22])[CH:21]=1)[C:15](=[O:18])[CH2:16]Br.CCN(C(C)C)C(C)C. Product: [F:11][C:12]1[CH:13]=[C:14]([C:15](=[O:18])[CH2:16][N:1]2[CH2:6][CH2:5][O:4][CH2:3][C@@H:2]2[C:7]([O:9][CH3:10])=[O:8])[CH:19]=[C:20]([F:22])[CH:21]=1. The catalyst class is: 2.